Dataset: Full USPTO retrosynthesis dataset with 1.9M reactions from patents (1976-2016). Task: Predict the reactants needed to synthesize the given product. (1) Given the product [CH2:12]([C:8]1[C:9]([CH3:11])=[C:10]2[C:2]([NH2:1])=[C:3]([C:15]3[O:17][C:27]([C:21]4[CH:26]=[CH:25][CH:24]=[CH:23][CH:22]=4)=[N:28][N:29]=3)[S:4][C:5]2=[N:6][C:7]=1[CH3:14])[CH3:13], predict the reactants needed to synthesize it. The reactants are: [NH2:1][C:2]1[C:10]2[C:5](=[N:6][C:7]([CH3:14])=[C:8]([CH2:12][CH3:13])[C:9]=2[CH3:11])[S:4][C:3]=1[C:15]([OH:17])=O.N=C=N.[C:21]1([C:27]2NN=[N:29][N:28]=2)[CH:26]=[CH:25][CH:24]=[CH:23][CH:22]=1. (2) Given the product [F:16][C:11]1[CH:10]=[C:9]([O:8][C:6]2[CH:5]=[CH:4][N:3]=[C:2]([C:22]3[O:23][CH:24]=[CH:25][N:26]=3)[CH:7]=2)[CH:14]=[CH:13][C:12]=1[NH2:15], predict the reactants needed to synthesize it. The reactants are: Cl[C:2]1[CH:7]=[C:6]([O:8][C:9]2[CH:14]=[CH:13][C:12]([NH2:15])=[C:11]([F:16])[CH:10]=2)[CH:5]=[CH:4][N:3]=1.C([Sn](CCCC)(CCCC)[C:22]1[O:23][CH:24]=[CH:25][N:26]=1)CCC.[F-].[K+]. (3) Given the product [F:27][C:28]1[C:37]2[C:32](=[CH:33][CH:34]=[CH:35][CH:36]=2)[C:31]([C:38]([NH:2][CH:3]([CH2:13][C:14]2[CH:19]=[CH:18][CH:17]=[C:16]([O:20][C:21]([F:25])([F:26])[CH:22]([F:23])[F:24])[CH:15]=2)[CH:4]([C:6]2[CH:11]=[CH:10][CH:9]=[C:8]([F:12])[N:7]=2)[OH:5])=[O:39])=[CH:30][CH:29]=1, predict the reactants needed to synthesize it. The reactants are: Cl.[NH2:2][CH:3]([CH2:13][C:14]1[CH:19]=[CH:18][CH:17]=[C:16]([O:20][C:21]([F:26])([F:25])[CH:22]([F:24])[F:23])[CH:15]=1)[CH:4]([C:6]1[CH:11]=[CH:10][CH:9]=[C:8]([F:12])[N:7]=1)[OH:5].[F:27][C:28]1[C:37]2[C:32](=[CH:33][CH:34]=[CH:35][CH:36]=2)[C:31]([C:38](O)=[O:39])=[CH:30][CH:29]=1.Cl.C(N=C=NCCCN(C)C)C.O.ON1C2C=CC=CC=2N=N1.C(N(CC)CC)C. (4) Given the product [N:7]1[C:11]2[CH:12]=[CH:13][CH:14]=[CH:15][C:10]=2[NH:9][CH:8]=1.[P:1]([O-:5])([OH:4])([OH:3])=[O:2].[Cs+:6], predict the reactants needed to synthesize it. The reactants are: [P:1]([O-:5])([OH:4])([OH:3])=[O:2].[Cs+:6].[N:7]1[C:11]2[CH:12]=[CH:13][CH:14]=[CH:15][C:10]=2[NH:9][CH:8]=1. (5) Given the product [CH2:1]([C:8]1[C:13]2[O:14][CH:15]([CH3:19])[C:16](=[O:18])[NH:17][C:12]=2[CH:11]=[C:10]([CH2:20][N:34]2[CH2:35][CH2:36][N:31]([C:28]3[CH:27]=[CH:26][C:25]([C:24]([NH:23][CH3:22])=[O:37])=[CH:30][CH:29]=3)[CH2:32][CH2:33]2)[CH:9]=1)[C:2]1[CH:3]=[CH:4][CH:5]=[CH:6][CH:7]=1, predict the reactants needed to synthesize it. The reactants are: [CH2:1]([C:8]1[C:13]2[O:14][CH:15]([CH3:19])[C:16](=[O:18])[NH:17][C:12]=2[CH:11]=[C:10]([CH:20]=O)[CH:9]=1)[C:2]1[CH:7]=[CH:6][CH:5]=[CH:4][CH:3]=1.[CH3:22][NH:23][C:24](=[O:37])[C:25]1[CH:30]=[CH:29][C:28]([N:31]2[CH2:36][CH2:35][NH:34][CH2:33][CH2:32]2)=[CH:27][CH:26]=1.